The task is: Predict the product of the given reaction.. This data is from Forward reaction prediction with 1.9M reactions from USPTO patents (1976-2016). (1) Given the reactants [NH2:1][C:2]1[N:7]=[C:6](Br)[C:5]([C:9]#[N:10])=[C:4]([S:11][CH3:12])[N:3]=1.C([Sn](CCCC)(CCCC)[C:18]1[O:19][CH2:20][CH2:21][CH:22]=1)CCC, predict the reaction product. The product is: [NH2:1][C:2]1[N:7]=[C:6]([C:18]2[O:19][CH2:20][CH2:21][CH:22]=2)[C:5]([C:9]#[N:10])=[C:4]([S:11][CH3:12])[N:3]=1. (2) Given the reactants [CH2:1]([S:3]([C:6]1[CH:11]=[CH:10][CH:9]=[CH:8][C:7]=1[CH2:12][NH2:13])(=[O:5])=[O:4])[CH3:2].[NH2:14][C:15]1[CH:23]=[CH:22][C:21]([C:24]([F:27])([F:26])[F:25])=[CH:20][C:16]=1[C:17](O)=[O:18], predict the reaction product. The product is: [NH2:14][C:15]1[CH:23]=[CH:22][C:21]([C:24]([F:25])([F:26])[F:27])=[CH:20][C:16]=1[C:17]([NH:13][CH2:12][C:7]1[CH:8]=[CH:9][CH:10]=[CH:11][C:6]=1[S:3]([CH2:1][CH3:2])(=[O:5])=[O:4])=[O:18]. (3) Given the reactants Br[CH2:2][C:3]1[C:12]2[C:7](=[CH:8][CH:9]=[CH:10][CH:11]=2)[C:6]([C:13]([NH:15][C:16]2[C:17]([C:24]([NH:26][CH2:27][CH:28]3[CH2:33][CH2:32][O:31][CH2:30][CH2:29]3)=[O:25])=[N:18][C:19]([O:22][CH3:23])=[CH:20][CH:21]=2)=[O:14])=[CH:5][CH:4]=1.[H-].[Na+].[NH:36]1[CH2:41][CH2:40][O:39][CH2:38][CH2:37]1, predict the reaction product. The product is: [CH3:23][O:22][C:19]1[N:18]=[C:17]([C:24]([NH:26][CH2:27][CH:28]2[CH2:33][CH2:32][O:31][CH2:30][CH2:29]2)=[O:25])[C:16]([NH:15][C:13]([C:6]2[C:7]3[C:12](=[CH:11][CH:10]=[CH:9][CH:8]=3)[C:3]([CH2:2][N:36]3[CH2:41][CH2:40][O:39][CH2:38][CH2:37]3)=[CH:4][CH:5]=2)=[O:14])=[CH:21][CH:20]=1. (4) Given the reactants [C:1]1([C:7]2[C:11]([C:12](=[O:14])[CH3:13])=[CH:10][O:9][N:8]=2)[CH:6]=[CH:5][CH:4]=[CH:3][CH:2]=1.[Br:15]Br, predict the reaction product. The product is: [Br:15][CH2:13][C:12]([C:11]1[C:7]([C:1]2[CH:2]=[CH:3][CH:4]=[CH:5][CH:6]=2)=[N:8][O:9][CH:10]=1)=[O:14]. (5) Given the reactants [Cl:1][C:2]1[CH:9]=[CH:8][C:7]([C:10]([F:13])([F:12])[F:11])=[CH:6][C:3]=1[CH:4]=O.[CH3:14][NH2:15].C1COCC1, predict the reaction product. The product is: [ClH:1].[Cl:1][C:2]1[CH:9]=[CH:8][C:7]([C:10]([F:13])([F:12])[F:11])=[CH:6][C:3]=1[CH2:4][NH:15][CH3:14]. (6) Given the reactants [C:1]([C:4]1[C:13]2[C:8](=[CH:9][CH:10]=[CH:11][CH:12]=2)[CH:7]=[N:6][C:5]=1[N:14]([CH2:27][C:28]1[CH:33]=[CH:32][C:31]([O:34][C:35]([F:38])([F:37])[F:36])=[CH:30][CH:29]=1)[S:15]([C:18]1[CH:26]=[CH:25][C:21]([C:22]([OH:24])=[O:23])=[CH:20][CH:19]=1)(=[O:17])=[O:16])(=[O:3])[CH3:2].[BH4-].[Na+].Cl, predict the reaction product. The product is: [OH:3][CH:1]([C:4]1[C:13]2[C:8](=[CH:9][CH:10]=[CH:11][CH:12]=2)[CH:7]=[N:6][C:5]=1[N:14]([CH2:27][C:28]1[CH:29]=[CH:30][C:31]([O:34][C:35]([F:38])([F:37])[F:36])=[CH:32][CH:33]=1)[S:15]([C:18]1[CH:26]=[CH:25][C:21]([C:22]([OH:24])=[O:23])=[CH:20][CH:19]=1)(=[O:17])=[O:16])[CH3:2]. (7) Given the reactants [C:1]1([NH:7][C:8]2[CH:13]=[CH:12][CH:11]=[CH:10][C:9]=2[NH2:14])[CH:6]=[CH:5][CH:4]=[CH:3][CH:2]=1.[S:15](N)(N)(=[O:17])=[O:16], predict the reaction product. The product is: [C:1]1([N:7]2[C:8]3[CH:13]=[CH:12][CH:11]=[CH:10][C:9]=3[NH:14][S:15]2(=[O:17])=[O:16])[CH:2]=[CH:3][CH:4]=[CH:5][CH:6]=1. (8) Given the reactants [CH2:1]([O:3][C:4]1[CH:9]=[CH:8][CH:7]=[C:6]([CH2:10][C:11]([CH3:13])=[CH2:12])[C:5]=1[OH:14])[CH3:2].[OH-].[Na+], predict the reaction product. The product is: [CH2:1]([O:3][C:4]1[C:5]2[O:14][C:11]([CH3:13])([CH3:12])[CH2:10][C:6]=2[CH:7]=[CH:8][CH:9]=1)[CH3:2].